Dataset: Full USPTO retrosynthesis dataset with 1.9M reactions from patents (1976-2016). Task: Predict the reactants needed to synthesize the given product. (1) Given the product [NH:22]1[C:14]([CH2:13][C:6]2[C:7]3[C:12](=[CH:11][CH:10]=[CH:9][CH:8]=3)[N:4]([CH2:3][CH:2]([C:16]3[CH:21]=[CH:20][CH:19]=[CH:18][CH:17]=3)[OH:1])[CH:5]=2)=[N:15][N:24]=[N:23]1, predict the reactants needed to synthesize it. The reactants are: [OH:1][CH:2]([C:16]1[CH:21]=[CH:20][CH:19]=[CH:18][CH:17]=1)[CH2:3][N:4]1[C:12]2[C:7](=[CH:8][CH:9]=[CH:10][CH:11]=2)[C:6]([CH2:13][C:14]#[N:15])=[CH:5]1.[N:22]([Si](C)(C)C)=[N+:23]=[N-:24]. (2) Given the product [NH2:1][C:4]1[CH:12]=[CH:11][C:10]([C:13]([NH2:15])=[O:14])=[C:9]2[C:5]=1[CH:6]=[C:7]([C:16]1[CH:17]=[CH:18][CH:19]=[CH:20][CH:21]=1)[NH:8]2, predict the reactants needed to synthesize it. The reactants are: [N+:1]([C:4]1[CH:12]=[CH:11][C:10]([C:13]([NH2:15])=[O:14])=[C:9]2[C:5]=1[CH:6]=[C:7]([C:16]1[CH:21]=[CH:20][CH:19]=[CH:18][CH:17]=1)[NH:8]2)([O-])=O.